Dataset: Full USPTO retrosynthesis dataset with 1.9M reactions from patents (1976-2016). Task: Predict the reactants needed to synthesize the given product. (1) Given the product [CH2:1]([O:8][CH2:9][CH2:10][O:11][CH:12]([CH3:23])[CH2:13][OH:14])[C:2]1[CH:7]=[CH:6][CH:5]=[CH:4][CH:3]=1, predict the reactants needed to synthesize it. The reactants are: [CH2:1]([O:8][CH2:9][CH2:10][O:11][CH:12]([CH3:23])[CH2:13][O:14]C1C=CC(OC)=CC=1)[C:2]1[CH:7]=[CH:6][CH:5]=[CH:4][CH:3]=1.[N+]([O-])([O-])=O.[Ce+3].[NH4+].[NH4+].[N+]([O-])([O-])=O.[N+]([O-])([O-])=O.[N+]([O-])([O-])=O.[N+]([O-])([O-])=O.S([O-])([O-])=O.[Na+].[Na+].C(=O)([O-])O.[Na+]. (2) The reactants are: [F:1][C:2]1[CH:7]=[C:6]([I:8])[CH:5]=[CH:4][C:3]=1[NH:9][C:10]1[N:15]([CH3:16])[C:14](=[O:17])[C:13]2[N:18]=[C:19]([CH3:21])[O:20][C:12]=2[C:11]=1[C:22]([OH:24])=O.[CH:25]([O:27][CH2:28][CH2:29][O:30][NH2:31])=[CH2:26].C1C=CC2N(O)N=NC=2C=1.C(Cl)CCl. Given the product [F:1][C:2]1[CH:7]=[C:6]([I:8])[CH:5]=[CH:4][C:3]=1[NH:9][C:10]1[N:15]([CH3:16])[C:14](=[O:17])[C:13]2[N:18]=[C:19]([CH3:21])[O:20][C:12]=2[C:11]=1[C:22]([NH:31][O:30][CH2:29][CH2:28][O:27][CH:25]=[CH2:26])=[O:24], predict the reactants needed to synthesize it. (3) The reactants are: [NH2:1][C:2]1[N:7]=[C:6](S(C)=O)[C:5]([C:11]2[CH:12]=[CH:13][C:14](=[O:20])[N:15]([CH:17]([CH3:19])[CH3:18])[N:16]=2)=[C:4]([C:21]2[CH:26]=[CH:25][CH:24]=[CH:23][CH:22]=2)[N:3]=1.[CH3:27][O-:28].[Na+]. Given the product [NH2:1][C:2]1[N:7]=[C:6]([O:28][CH3:27])[C:5]([C:11]2[CH:12]=[CH:13][C:14](=[O:20])[N:15]([CH:17]([CH3:19])[CH3:18])[N:16]=2)=[C:4]([C:21]2[CH:26]=[CH:25][CH:24]=[CH:23][CH:22]=2)[N:3]=1, predict the reactants needed to synthesize it. (4) Given the product [C:1]([O:5][C:6]([N:8]([CH2:19][CH2:20][C:21]1[CH:26]=[CH:25][C:24]([S:27]([C:30]2[CH:42]=[CH:41][C:33]([O:34][CH2:35][C:36]([NH2:43])=[O:38])=[CH:32][CH:31]=2)(=[O:29])=[O:28])=[CH:23][CH:22]=1)[CH2:9][C@@H:10]([C:12]1[CH:17]=[CH:16][CH:15]=[C:14]([Cl:18])[CH:13]=1)[OH:11])=[O:7])([CH3:3])([CH3:2])[CH3:4], predict the reactants needed to synthesize it. The reactants are: [C:1]([O:5][C:6]([N:8]([CH2:19][CH2:20][C:21]1[CH:26]=[CH:25][C:24]([S:27]([C:30]2[CH:42]=[CH:41][C:33]([O:34][CH2:35][C:36]([O:38]CC)=O)=[CH:32][CH:31]=2)(=[O:29])=[O:28])=[CH:23][CH:22]=1)[CH2:9][C@@H:10]([C:12]1[CH:17]=[CH:16][CH:15]=[C:14]([Cl:18])[CH:13]=1)[OH:11])=[O:7])([CH3:4])([CH3:3])[CH3:2].[NH3:43]. (5) Given the product [OH:1][C:2]1[C:17]([CH:18]=[N:22][OH:23])=[C:6]2[CH:7]=[C:8]([C:10]3[CH:15]=[CH:14][C:13]([OH:16])=[CH:12][CH:11]=3)[O:9][C:5]2=[C:4]([O:20][CH3:21])[CH:3]=1, predict the reactants needed to synthesize it. The reactants are: [OH:1][C:2]1[C:17]([CH:18]=O)=[C:6]2[CH:7]=[C:8]([C:10]3[CH:15]=[CH:14][C:13]([OH:16])=[CH:12][CH:11]=3)[O:9][C:5]2=[C:4]([O:20][CH3:21])[CH:3]=1.[NH2:22][OH:23].Cl. (6) Given the product [C:20]1([C:3]2[N:4]=[C:5]3[C:11]4[CH:12]=[CH:13][CH:14]=[CH:15][C:10]=4[NH:9][C:8]4[N:16]=[CH:17][CH:18]=[CH:19][C:7]=4[N:6]3[C:2]=2[C:34]2[CH:35]=[CH:36][C:37]([C:40]3([NH:43][C:44](=[O:50])[O:45][C:46]([CH3:48])([CH3:47])[CH3:49])[CH2:42][CH2:41]3)=[CH:38][CH:39]=2)[CH:25]=[CH:24][CH:23]=[CH:22][CH:21]=1, predict the reactants needed to synthesize it. The reactants are: Br[C:2]1[N:6]2[C:7]3[CH:19]=[CH:18][CH:17]=[N:16][C:8]=3[NH:9][C:10]3[CH:15]=[CH:14][CH:13]=[CH:12][C:11]=3[C:5]2=[N:4][C:3]=1[C:20]1[CH:25]=[CH:24][CH:23]=[CH:22][CH:21]=1.CC1(C)C(C)(C)OB([C:34]2[CH:39]=[CH:38][C:37]([C:40]3([NH:43][C:44](=[O:50])[O:45][C:46]([CH3:49])([CH3:48])[CH3:47])[CH2:42][CH2:41]3)=[CH:36][CH:35]=2)O1.P([O-])([O-])([O-])=O.[K+].[K+].[K+]. (7) Given the product [N:2]1[CH:30]=[C:29]([C:27]([OH:26])=[O:28])[CH:32]=[N:12][C:1]=1[C:3]1[N:8]=[CH:7][CH:6]=[CH:5][N:4]=1, predict the reactants needed to synthesize it. The reactants are: [C:1]([C:3]1[N:8]=[CH:7][CH:6]=[CH:5][N:4]=1)#[N:2].C([NH:12][C@H](C(O)=O)CS)(=O)C.C([O-])(=O)C.[NH4+].C([O:26][C:27]([C:29]([C:32](=O)C)=[CH:30][O-])=[O:28])C.[Na+].[OH-].[Na+].